From a dataset of TCR-epitope binding with 47,182 pairs between 192 epitopes and 23,139 TCRs. Binary Classification. Given a T-cell receptor sequence (or CDR3 region) and an epitope sequence, predict whether binding occurs between them. (1) The TCR CDR3 sequence is CASSKEDREKETQYF. The epitope is TPRVTGGGAM. Result: 1 (the TCR binds to the epitope). (2) The epitope is TPQDLNTML. The TCR CDR3 sequence is CASSLNGADGYTF. Result: 1 (the TCR binds to the epitope). (3) The epitope is TTLPVNVAF. The TCR CDR3 sequence is CATWGLAEEQFF. Result: 0 (the TCR does not bind to the epitope). (4) The epitope is AIMTRCLAV. The TCR CDR3 sequence is CASSLAPDRVEGQPQHF. Result: 0 (the TCR does not bind to the epitope). (5) The epitope is GPGHKARVL. The TCR CDR3 sequence is CAWNRGMNTEAFF. Result: 1 (the TCR binds to the epitope). (6) The TCR CDR3 sequence is CASSPTGSGNTIYF. Result: 0 (the TCR does not bind to the epitope). The epitope is KEIDRLNEV. (7) The epitope is LPPIVAKEI. The TCR CDR3 sequence is CSAADRDYYEQYF. Result: 0 (the TCR does not bind to the epitope).